From a dataset of Reaction yield outcomes from USPTO patents with 853,638 reactions. Predict the reaction yield, written as a fraction of the theoretical maximum amount of product (1.0 means a 100% yield; for example, 0.34 means a 34% yield). The reactants are [OH:1][C@H:2]1[C:6]2[N:7]=[CH:8][N:9]=[C:10]([C:11]3[CH2:16][CH2:15][N:14]([C:17]([O:19][C:20]([CH3:23])([CH3:22])[CH3:21])=[O:18])[CH2:13][CH:12]=3)[C:5]=2[C@H:4]([CH3:24])[CH2:3]1. The catalyst is CCOC(C)=O.[Pd]. The product is [OH:1][C@H:2]1[C:6]2[N:7]=[CH:8][N:9]=[C:10]([CH:11]3[CH2:12][CH2:13][N:14]([C:17]([O:19][C:20]([CH3:23])([CH3:22])[CH3:21])=[O:18])[CH2:15][CH2:16]3)[C:5]=2[C@H:4]([CH3:24])[CH2:3]1. The yield is 0.780.